Dataset: Peptide-MHC class I binding affinity with 185,985 pairs from IEDB/IMGT. Task: Regression. Given a peptide amino acid sequence and an MHC pseudo amino acid sequence, predict their binding affinity value. This is MHC class I binding data. (1) The peptide sequence is FVFEATKLY. The MHC is HLA-B15:17 with pseudo-sequence HLA-B15:17. The binding affinity (normalized) is 0.558. (2) The peptide sequence is HHGPMAVAF. The MHC is Mamu-A07 with pseudo-sequence Mamu-A07. The binding affinity (normalized) is 0.720.